The task is: Regression. Given two drug SMILES strings and cell line genomic features, predict the synergy score measuring deviation from expected non-interaction effect.. This data is from Merck oncology drug combination screen with 23,052 pairs across 39 cell lines. (1) Drug 1: CN1C(=O)C=CC2(C)C3CCC4(C)C(NC(=O)OCC(F)(F)F)CCC4C3CCC12. Drug 2: CNC(=O)c1cc(Oc2ccc(NC(=O)Nc3ccc(Cl)c(C(F)(F)F)c3)cc2)ccn1. Cell line: CAOV3. Synergy scores: synergy=-0.221. (2) Drug 1: CS(=O)(=O)CCNCc1ccc(-c2ccc3ncnc(Nc4ccc(OCc5cccc(F)c5)c(Cl)c4)c3c2)o1. Drug 2: CCc1cnn2c(NCc3ccc[n+]([O-])c3)cc(N3CCCCC3CCO)nc12. Cell line: SW837. Synergy scores: synergy=10.9. (3) Drug 1: NC(=O)c1cccc2cn(-c3ccc(C4CCCNC4)cc3)nc12. Drug 2: CC1(c2nc3c(C(N)=O)cccc3[nH]2)CCCN1. Cell line: SW620. Synergy scores: synergy=-4.82.